Dataset: Catalyst prediction with 721,799 reactions and 888 catalyst types from USPTO. Task: Predict which catalyst facilitates the given reaction. (1) Reactant: [CH3:1][O:2][CH2:3][C:4](=[O:10])[CH2:5][C:6]([O:8][CH3:9])=[O:7].CO[CH:13](OC)[N:14]([CH3:16])[CH3:15]. Product: [CH3:13][N:14]([CH:16]=[C:5]([C:4](=[O:10])[CH2:3][O:2][CH3:1])[C:6]([O:8][CH3:9])=[O:7])[CH3:15]. The catalyst class is: 3. (2) Reactant: Br[C:2]1[CH:7]=[CH:6][C:5]([F:8])=[CH:4][C:3]=1[Cl:9].CC1(C)C(C)(C)OB([C:18]2[CH:28]=[CH:27][CH:26]=[CH:25][C:19]=2[C:20]([O:22][CH2:23][CH3:24])=[O:21])O1.C1(C)C=CC=CC=1.P([O-])([O-])([O-])=O.[K+].[K+].[K+]. Product: [CH2:23]([O:22][C:20]([C:19]1[C:18]([C:2]2[CH:7]=[CH:6][C:5]([F:8])=[CH:4][C:3]=2[Cl:9])=[CH:28][CH:27]=[CH:26][CH:25]=1)=[O:21])[CH3:24]. The catalyst class is: 6. (3) Reactant: [CH3:1][C:2]1[S:3][C:4]2[C:9]([N:10]=1)=[CH:8][C:7]([N+:11]([O-])=O)=[CH:6][N:5]=2. Product: [CH3:1][C:2]1[S:3][C:4]2[C:9]([N:10]=1)=[CH:8][C:7]([NH2:11])=[CH:6][N:5]=2. The catalyst class is: 33. (4) Reactant: [O:1]=[C:2]1[C:9]2[C:10]([C:13]([OH:15])=O)=[CH:11][O:12][C:8]=2[CH2:7][C:4]2([CH2:6][CH2:5]2)C1.[NH2:16][C:17]1[CH:18]=[CH:19][C:20]([N:26]2[CH2:31][CH2:30][N:29]([C:32](=[O:34])[CH3:33])[CH2:28][CH2:27]2)=[N:21][C:22]=1[O:23][CH2:24][CH3:25].[CH3:35][N:36]1C=C2C(C=CC(N)=C2)=N1.C(O)C. Product: [C:32]([N:29]1[CH2:28][CH2:27][N:26]([C:20]2[N:21]=[C:22]([O:23][CH2:24][CH3:25])[C:17]([NH:16][C:13]([C:10]3[C:9]4[C:2](=[O:1])[N:36]([CH3:35])[C:4]([CH3:5])([CH3:6])[CH2:7][C:8]=4[O:12][CH:11]=3)=[O:15])=[CH:18][CH:19]=2)[CH2:31][CH2:30]1)(=[O:34])[CH3:33]. The catalyst class is: 175. (5) The catalyst class is: 10. Reactant: [OH:1][C:2]1[N:7]=[C:6]([C:8]([O:10][CH3:11])=[O:9])[CH:5]=[CH:4][CH:3]=1.Cl[C:13]([F:18])([F:17])C([O-])=O.[Na+]. Product: [F:17][CH:13]([F:18])[O:1][C:2]1[N:7]=[C:6]([C:8]([O:10][CH3:11])=[O:9])[CH:5]=[CH:4][CH:3]=1. (6) Reactant: [C:1]1([CH3:13])[CH:6]=[C:5]([CH3:7])[CH:4]=[C:3]([CH3:8])[C:2]=1[S:9](Cl)(=[O:11])=[O:10].[NH2:14][C:15]1[N:20]=[C:19]([OH:21])[C:18]([CH2:22][C:23]2[CH:28]=[CH:27][C:26]([OH:29])=[CH:25][C:24]=2[O:30][CH3:31])=[C:17]([CH3:32])[N:16]=1.CN(C=O)C. Product: [CH3:13][C:1]1[CH:6]=[C:5]([CH3:7])[CH:4]=[C:3]([CH3:8])[C:2]=1[S:9]([O:29][C:26]1[CH:27]=[CH:28][C:23]([CH2:22][C:18]2[C:19]([O:21][S:9]([C:2]3[C:3]([CH3:8])=[CH:4][C:5]([CH3:7])=[CH:6][C:1]=3[CH3:13])(=[O:11])=[O:10])=[N:20][C:15]([NH2:14])=[N:16][C:17]=2[CH3:32])=[C:24]([O:30][CH3:31])[CH:25]=1)(=[O:11])=[O:10]. The catalyst class is: 79.